This data is from Peptide-MHC class II binding affinity with 134,281 pairs from IEDB. The task is: Regression. Given a peptide amino acid sequence and an MHC pseudo amino acid sequence, predict their binding affinity value. This is MHC class II binding data. (1) The peptide sequence is PRSLFPEFSELFAAF. The MHC is DRB1_0404 with pseudo-sequence DRB1_0404. The binding affinity (normalized) is 0.276. (2) The peptide sequence is TPGQCNMVVERLGDY. The MHC is DRB1_1602 with pseudo-sequence DRB1_1602. The binding affinity (normalized) is 0.347. (3) The peptide sequence is GSFVRTVSLPVGADE. The MHC is DRB5_0101 with pseudo-sequence DRB5_0101. The binding affinity (normalized) is 0.607.